This data is from Reaction yield outcomes from USPTO patents with 853,638 reactions. The task is: Predict the reaction yield, written as a fraction of the theoretical maximum amount of product (1.0 means a 100% yield; for example, 0.34 means a 34% yield). (1) The reactants are C(NC(C)C)(C)C.C([Li])CCC.[Br:13][C:14]1[CH:19]=[CH:18][C:17]([F:20])=[C:16]([CH3:21])[CH:15]=1.CN([CH:25]=[O:26])C. The catalyst is C1COCC1. The product is [Br:13][C:14]1[CH:15]=[C:16]([CH3:21])[C:17]([F:20])=[C:18]([CH:19]=1)[CH:25]=[O:26]. The yield is 0.640. (2) The product is [CH3:4][C:2]1([CH3:3])[C@@H:5]2[CH2:6][CH2:7][C@@H:8]([C:21]([OH:23])=[O:22])[CH2:9][N:10]2[C:11](=[O:12])[O:13]1. The catalyst is C1COCC1.O. The yield is 0.787. The reactants are O[C:2]([C@H:5]1[N:10]([C:11]([O:13]CC2C=CC=CC=2)=[O:12])[CH2:9][C@H:8]([C:21]([O:23]C)=[O:22])[CH2:7][CH2:6]1)([CH3:4])[CH3:3].[Li+].[OH-].Cl.